Predict the reactants needed to synthesize the given product. From a dataset of Full USPTO retrosynthesis dataset with 1.9M reactions from patents (1976-2016). (1) Given the product [F:22][C:23]1[CH:28]=[C:27]([F:29])[CH:26]=[CH:25][C:24]=1[NH:30][C:31]([O:21][CH2:20][C:5]1[CH:6]=[C:7]([CH:18]=[CH:19][C:4]=1[O:3][CH2:1][CH3:2])[CH2:8][CH:9]([C:14]([O:16][CH3:17])=[O:15])[C:10]([O:12][CH3:13])=[O:11])=[O:32], predict the reactants needed to synthesize it. The reactants are: [CH2:1]([O:3][C:4]1[CH:19]=[CH:18][C:7]([CH2:8][CH:9]([C:14]([O:16][CH3:17])=[O:15])[C:10]([O:12][CH3:13])=[O:11])=[CH:6][C:5]=1[CH2:20][OH:21])[CH3:2].[F:22][C:23]1[CH:28]=[C:27]([F:29])[CH:26]=[CH:25][C:24]=1[N:30]=[C:31]=[O:32]. (2) Given the product [F:52][C:50]1[CH:49]=[CH:48][N:47]=[C:46]([C:31]#[C:30][CH:29]=[C:32]2[CH2:37][CH2:36][N:35]([C:38]([O:40][C:41]([CH3:44])([CH3:43])[CH3:42])=[O:39])[CH2:34][CH2:33]2)[CH:51]=1, predict the reactants needed to synthesize it. The reactants are: FC1C=C(C#CC=C2CCN(C3C([N+]([O-])=O)=CC=CN=3)CC2)C=C(F)C=1OC.[CH:29](=[C:32]1[CH2:37][CH2:36][N:35]([C:38]([O:40][C:41]([CH3:44])([CH3:43])[CH3:42])=[O:39])[CH2:34][CH2:33]1)[C:30]#[CH:31].Cl[C:46]1[CH:51]=[C:50]([F:52])[CH:49]=[CH:48][N:47]=1. (3) Given the product [CH3:1][S:2][C:3]1[CH:4]=[C:5]([S:9][C:11]2[CH:18]=[CH:17][C:14]([CH:15]=[O:16])=[CH:13][CH:12]=2)[CH:6]=[CH:7][CH:8]=1, predict the reactants needed to synthesize it. The reactants are: [CH3:1][S:2][C:3]1[CH:4]=[C:5]([SH:9])[CH:6]=[CH:7][CH:8]=1.F[C:11]1[CH:18]=[CH:17][C:14]([CH:15]=[O:16])=[CH:13][CH:12]=1.C(=O)([O-])[O-].[K+].[K+]. (4) The reactants are: C([N:3]([CH2:15][CH3:16])[C:4](=O)[C:5]1[CH:10]=[CH:9][C:8](OC)=[CH:7][C:6]=1C)C.[Li]CCCC.C(OC(C1SC=CN=1)=O)C. Given the product [CH:4]1[C:5]2[C:6](=[CH:7][CH:8]=[CH:9][CH:10]=2)[CH:16]=[CH:15][N:3]=1, predict the reactants needed to synthesize it. (5) Given the product [Cl:1][C:2]1[CH:7]=[N:6][CH:5]=[C:4]2[S:8][C:9]([C:11]([O:13][C:3]([CH3:10])([CH3:4])[CH3:2])=[O:12])=[CH:10][C:3]=12, predict the reactants needed to synthesize it. The reactants are: [Cl:1][C:2]1[CH:7]=[N:6][CH:5]=[C:4]2[S:8][C:9]([C:11]([OH:13])=[O:12])=[CH:10][C:3]=12.C([O-])(O)=O.[Na+].